This data is from Forward reaction prediction with 1.9M reactions from USPTO patents (1976-2016). The task is: Predict the product of the given reaction. (1) Given the reactants [C:1]([O:5][C:6](=[O:34])[NH:7][CH2:8][CH2:9][CH2:10][CH2:11][NH:12][C:13]1[C:22]2[C:17](=[CH:18][CH:19]=[C:20]([O:23][CH2:24][C:25]3[CH:30]=[CH:29][CH:28]=[CH:27][CH:26]=3)[CH:21]=2)[N:16]=[CH:15][C:14]=1[N+:31]([O-])=O)([CH3:4])([CH3:3])[CH3:2], predict the reaction product. The product is: [C:1]([O:5][C:6](=[O:34])[NH:7][CH2:8][CH2:9][CH2:10][CH2:11][NH:12][C:13]1[C:22]2[C:17](=[CH:18][CH:19]=[C:20]([O:23][CH2:24][C:25]3[CH:26]=[CH:27][CH:28]=[CH:29][CH:30]=3)[CH:21]=2)[N:16]=[CH:15][C:14]=1[NH2:31])([CH3:4])([CH3:2])[CH3:3]. (2) Given the reactants [Cl:1][C:2]1[CH:37]=[CH:36][C:5]([C:6]([CH3:35])([CH3:34])[C@@H:7]([C:10]([NH:12][C@H:13]([C:18]([N:20]([C@@H:22]([CH:31]([CH3:33])[CH3:32])/[CH:23]=[C:24](\[CH3:30])/[C:25]([O:27]CC)=[O:26])[CH3:21])=[O:19])[C:14]([CH3:17])([CH3:16])[CH3:15])=[O:11])[NH:8][CH3:9])=[CH:4][CH:3]=1.[OH-].[Li+], predict the reaction product. The product is: [Cl:1][C:2]1[CH:3]=[CH:4][C:5]([C:6]([CH3:35])([CH3:34])[C@@H:7]([C:10]([NH:12][C@H:13]([C:18]([N:20]([C@@H:22]([CH:31]([CH3:32])[CH3:33])/[CH:23]=[C:24](/[C:25]([OH:27])=[O:26])\[CH3:30])[CH3:21])=[O:19])[C:14]([CH3:17])([CH3:16])[CH3:15])=[O:11])[NH:8][CH3:9])=[CH:36][CH:37]=1. (3) Given the reactants [C:1]([C:5]1[N:6]=[C:7]2[C:12]([C:13]([F:16])([F:15])[F:14])=[CH:11][CH:10]=[CH:9][N:8]2[C:17]=1[C:18]1[CH:19]=[C:20]([OH:24])[CH:21]=[CH:22][CH:23]=1)([CH3:4])([CH3:3])[CH3:2].Br[C:26]1[CH:31]=[CH:30][CH:29]=[C:28]([S:32]([CH2:35][CH3:36])(=[O:34])=[O:33])[CH:27]=1, predict the reaction product. The product is: [C:1]([C:5]1[N:6]=[C:7]2[C:12]([C:13]([F:16])([F:15])[F:14])=[CH:11][CH:10]=[CH:9][N:8]2[C:17]=1[C:18]1[CH:23]=[CH:22][CH:21]=[C:20]([O:24][C:30]2[CH:31]=[CH:26][CH:27]=[C:28]([S:32]([CH2:35][CH3:36])(=[O:33])=[O:34])[CH:29]=2)[CH:19]=1)([CH3:4])([CH3:2])[CH3:3]. (4) Given the reactants [C:1]([C:3](=[CH:9]OCC)[C:4]([O:6][CH2:7][CH3:8])=[O:5])#[N:2].[F:13][C:14]([F:24])([F:23])[C:15]1[CH:16]=[C:17]([NH:21][NH2:22])[CH:18]=[CH:19][CH:20]=1, predict the reaction product. The product is: [NH2:2][C:1]1[N:21]([C:17]2[CH:18]=[CH:19][CH:20]=[C:15]([C:14]([F:23])([F:24])[F:13])[CH:16]=2)[N:22]=[CH:9][C:3]=1[C:4]([O:6][CH2:7][CH3:8])=[O:5]. (5) Given the reactants [C:1]1([S:7](Cl)(=[O:9])=[O:8])[CH:6]=[CH:5][CH:4]=[CH:3][CH:2]=1.[NH2:11][CH2:12][CH:13]1[CH2:18][CH2:17][CH:16]([C:19]([OH:21])=[O:20])[CH2:15][CH2:14]1.Br[CH2:23][C:24]1[CH:29]=[CH:28][C:27]([F:30])=[CH:26][CH:25]=1, predict the reaction product. The product is: [F:30][C:27]1[CH:28]=[CH:29][C:24]([CH2:23][N:11]([CH2:12][CH:13]2[CH2:14][CH2:15][CH:16]([C:19]([OH:21])=[O:20])[CH2:17][CH2:18]2)[S:7]([C:1]2[CH:6]=[CH:5][CH:4]=[CH:3][CH:2]=2)(=[O:9])=[O:8])=[CH:25][CH:26]=1. (6) The product is: [OH:12][C:11]1([C:13]2[S:14][C:15]([C:18]3[CH:23]=[C:22]([NH:24][C:25]4[N:30]=[C:29]([C:31]([F:33])([F:34])[F:32])[CH:28]=[CH:27][N:26]=4)[CH:21]=[C:20]([CH3:35])[CH:19]=3)=[CH:16][N:17]=2)[CH2:10][CH2:9][CH2:8][C:3](=[O:4])[C:2]1([CH3:36])[CH3:1]. Given the reactants [CH3:1][C:2]1([CH3:36])[C:11]([C:13]2[S:14][C:15]([C:18]3[CH:23]=[C:22]([NH:24][C:25]4[N:30]=[C:29]([C:31]([F:34])([F:33])[F:32])[CH:28]=[CH:27][N:26]=4)[CH:21]=[C:20]([CH3:35])[CH:19]=3)=[CH:16][N:17]=2)([OH:12])[CH2:10][CH2:9][CH2:8][C:3]21OCC[O:4]2.Cl.C(=O)(O)[O-].[Na+], predict the reaction product. (7) Given the reactants [Cl:1][C:2]1[CH:3]=[C:4]([C:8]2[CH:9]=[C:10]([C:20](O)=[O:21])[O:11][C:12]=2[C:13]2[CH:18]=[CH:17][CH:16]=[C:15]([Cl:19])[CH:14]=2)[CH:5]=[CH:6][CH:7]=1.S(Cl)(Cl)=O.C(N(CC)CC)C.[NH:34]1[CH2:39][CH2:38][NH:37][CH2:36][C:35]1=[O:40], predict the reaction product. The product is: [Cl:1][C:2]1[CH:3]=[C:4]([C:8]2[CH:9]=[C:10]([C:20]([N:37]3[CH2:38][CH2:39][NH:34][C:35](=[O:40])[CH2:36]3)=[O:21])[O:11][C:12]=2[C:13]2[CH:18]=[CH:17][CH:16]=[C:15]([Cl:19])[CH:14]=2)[CH:5]=[CH:6][CH:7]=1. (8) Given the reactants [CH3:1][C:2]1[CH:11]=[C:10]([CH2:12][O:13][C:14]2[CH:19]=[CH:18][C:17]([S:20]([NH:23][C@H:24]3[CH2:28][CH2:27][CH2:26][C@H:25]3[C:29]([OH:31])=[O:30])(=[O:22])=[O:21])=[CH:16][CH:15]=2)[C:9]2[C:4](=[CH:5][CH:6]=[CH:7][CH:8]=2)[N:3]=1.[C:32](OC(O[C:32]([CH3:35])([CH3:34])[CH3:33])N(C)C)([CH3:35])([CH3:34])[CH3:33], predict the reaction product. The product is: [CH3:1][C:2]1[CH:11]=[C:10]([CH2:12][O:13][C:14]2[CH:15]=[CH:16][C:17]([S:20]([NH:23][C@H:24]3[CH2:28][CH2:27][CH2:26][C@H:25]3[C:29]([O:31][C:32]([CH3:35])([CH3:34])[CH3:33])=[O:30])(=[O:21])=[O:22])=[CH:18][CH:19]=2)[C:9]2[C:4](=[CH:5][CH:6]=[CH:7][CH:8]=2)[N:3]=1. (9) Given the reactants C(O[C:6]([N:8]1[CH2:12][C:11](=[N:13][O:14][CH3:15])[CH2:10][C@H:9]1[C:16]([OH:18])=[O:17])=[O:7])(C)(C)C.[C:19]([C:21]1[CH:26]=[CH:25][CH:24]=[CH:23][C:22]=1[C:27]1[CH:32]=[CH:31][C:30](C(O)=O)=[CH:29][CH:28]=1)#[N:20].[CH3:36]O, predict the reaction product. The product is: [C:19]([C:21]1[CH:26]=[CH:25][CH:24]=[CH:23][C:22]=1[C:27]1[CH:32]=[CH:31][C:30]([C:6]([N:8]2[CH2:12][C:11](=[N:13][O:14][CH3:15])[CH2:10][C@H:9]2[C:16]([O:18][CH3:36])=[O:17])=[O:7])=[CH:29][CH:28]=1)#[N:20].